This data is from Full USPTO retrosynthesis dataset with 1.9M reactions from patents (1976-2016). The task is: Predict the reactants needed to synthesize the given product. (1) Given the product [Cl:12][C:9]1[CH:10]=[N:11][C:2]([N:22]2[CH2:21][CH:20]([O:13][C:14]3[CH:19]=[CH:18][CH:17]=[CH:16][CH:15]=3)[CH2:23]2)=[C:3]([CH:8]=1)[C:4]([O:6][CH3:7])=[O:5], predict the reactants needed to synthesize it. The reactants are: Cl[C:2]1[N:11]=[CH:10][C:9]([Cl:12])=[CH:8][C:3]=1[C:4]([O:6][CH3:7])=[O:5].[O:13]([CH:20]1[CH2:23][NH:22][CH2:21]1)[C:14]1[CH:19]=[CH:18][CH:17]=[CH:16][CH:15]=1.C(N(CC)CC)C. (2) Given the product [F:1][C:2]1[C:6]([C:7]2[CH:8]=[N:9][CH:10]=[CH:11][CH:12]=2)=[N:5][N:4]2[CH:13]=[CH:14][N:15]([C:16]3[CH:17]=[C:18]([NH:19][C:29](=[O:30])[C:28]4[CH:32]=[CH:33][CH:34]=[C:26]([S:25]([F:38])([F:24])([F:35])([F:36])[F:37])[CH:27]=4)[CH:20]=[CH:21][C:22]=3[CH3:23])[C:3]=12, predict the reactants needed to synthesize it. The reactants are: [F:1][C:2]1[C:6]([C:7]2[CH:8]=[N:9][CH:10]=[CH:11][CH:12]=2)=[N:5][N:4]2[CH:13]=[CH:14][N:15]([C:16]3[CH:17]=[C:18]([CH:20]=[CH:21][C:22]=3[CH3:23])[NH2:19])[C:3]=12.[F:24][S:25]([F:38])([F:37])([F:36])([F:35])[C:26]1[CH:27]=[C:28]([CH:32]=[CH:33][CH:34]=1)[C:29](O)=[O:30]. (3) Given the product [NH2:7][C:8]1[CH:13]=[CH:12][CH:11]=[CH:10][C:9]=1[NH:14][C:15]([C:17]1[NH:18][C:19]2[C:24]([CH:25]=1)=[CH:23][C:22]([O:26][CH2:27][CH2:28][OH:29])=[CH:21][CH:20]=2)=[O:16], predict the reactants needed to synthesize it. The reactants are: C(OC(=O)[NH:7][C:8]1[CH:13]=[CH:12][CH:11]=[CH:10][C:9]=1[NH:14][C:15]([C:17]1[NH:18][C:19]2[C:24]([CH:25]=1)=[CH:23][C:22]([O:26][CH2:27][CH2:28][O:29][Si](C(C)(C)C)(C)C)=[CH:21][CH:20]=2)=[O:16])(C)(C)C.NC1C=CC=CC=1NC(C1SC2C=CC(OCCO)=CC=2C=1)=O. (4) Given the product [N:28]1[CH:33]=[CH:32][CH:31]=[C:30]([O:15][C@@H:16]2[CH2:20][CH2:19][NH:18][CH2:17]2)[CH:29]=1, predict the reactants needed to synthesize it. The reactants are: CC(OC(/N=N/C(OC(C)C)=O)=O)C.[OH:15][C@H:16]1[CH2:20][CH2:19][N:18](C(OC(C)(C)C)=O)[CH2:17]1.[N:28]1[CH:33]=[CH:32][CH:31]=[C:30](O)[CH:29]=1.C1(P(C2C=CC=CC=2)C2C=CC=CC=2)C=CC=CC=1. (5) Given the product [C:21]([C:11]1[NH:12][C:13]([C:14]2[CH:19]=[CH:18][CH:17]=[C:16]([CH3:20])[N:15]=2)=[C:9]([C:6]2[CH:7]=[CH:8][C:3]3[NH:2][C:28](=[O:29])[CH2:27][O:25][C:4]=3[CH:5]=2)[N:10]=1)([CH3:22])([CH3:24])[CH3:23], predict the reactants needed to synthesize it. The reactants are: Cl.[NH2:2][C:3]1[CH:8]=[CH:7][C:6]([C:9]2[N:10]=[C:11]([C:21]([CH3:24])([CH3:23])[CH3:22])[NH:12][C:13]=2[C:14]2[CH:19]=[CH:18][CH:17]=[C:16]([CH3:20])[N:15]=2)=[CH:5][C:4]=1[OH:25].Cl[CH2:27][C:28](Cl)=[O:29].C(=O)([O-])[O-].[K+].[K+]. (6) Given the product [F:34][C:12]1[CH:11]=[C:10]2[C:15](=[C:14]([S:30]([CH3:33])(=[O:31])=[O:32])[CH:13]=1)[N:16]([C@H:18]([C:20]1[CH:25]=[CH:24][C:23]([C:26]([F:29])([F:27])[F:28])=[CH:22][CH:21]=1)[CH3:19])[C:17]1[C@@H:5]([CH2:4][C:3]([OH:35])=[O:2])[CH2:6][CH2:7][CH2:8][C:9]2=1, predict the reactants needed to synthesize it. The reactants are: C[O:2][C:3](=[O:35])[CH2:4][C@@H:5]1[C:17]2[N:16]([C@H:18]([C:20]3[CH:25]=[CH:24][C:23]([C:26]([F:29])([F:28])[F:27])=[CH:22][CH:21]=3)[CH3:19])[C:15]3[C:10](=[CH:11][C:12]([F:34])=[CH:13][C:14]=3[S:30]([CH3:33])(=[O:32])=[O:31])[C:9]=2[CH2:8][CH2:7][CH2:6]1.C1COCC1.CO.[Li+].[OH-]. (7) Given the product [C:9]([O:12][C:6]([NH:5][S:2]([N:24]([C:21]1[CH:20]=[C:19]([C:13]2[CH:18]=[CH:17][CH:16]=[CH:15][CH:14]=2)[S:23][CH:22]=1)[CH2:25][C:26]([O:28][CH3:29])=[O:27])(=[O:4])=[O:3])=[O:7])([CH3:11])([CH3:10])[CH3:8], predict the reactants needed to synthesize it. The reactants are: Cl[S:2]([N:5]=[C:6]=[O:7])(=[O:4])=[O:3].[CH3:8][C:9]([OH:12])([CH3:11])[CH3:10].[C:13]1([C:19]2[S:23][CH:22]=[C:21]([NH:24][CH2:25][C:26]([O:28][CH3:29])=[O:27])[CH:20]=2)[CH:18]=[CH:17][CH:16]=[CH:15][CH:14]=1.C(N(C(C)C)CC)(C)C. (8) The reactants are: C(OC(=O)[NH:7][CH2:8][C:9]1[CH:14]=[CH:13][C:12]([C:15](=[O:45])[NH:16][C:17]2[CH:22]=[CH:21][C:20]([NH:23][C:24]3[N:29]4[N:30]=[CH:31][CH:32]=[C:28]4[CH:27]=[C:26]([C:33]4[CH:38]=[CH:37][C:36]([C:39]5[CH:44]=[CH:43][CH:42]=[CH:41][CH:40]=5)=[CH:35][CH:34]=4)[N:25]=3)=[CH:19][CH:18]=2)=[CH:11][CH:10]=1)(C)(C)C.[F:47][C:48]([F:53])([F:52])[C:49]([OH:51])=[O:50]. Given the product [F:47][C:48]([F:53])([F:52])[C:49]([OH:51])=[O:50].[NH2:7][CH2:8][C:9]1[CH:10]=[CH:11][C:12]([C:15]([NH:16][C:17]2[CH:18]=[CH:19][C:20]([NH:23][C:24]3[N:29]4[N:30]=[CH:31][CH:32]=[C:28]4[CH:27]=[C:26]([C:33]4[CH:38]=[CH:37][C:36]([C:39]5[CH:44]=[CH:43][CH:42]=[CH:41][CH:40]=5)=[CH:35][CH:34]=4)[N:25]=3)=[CH:21][CH:22]=2)=[O:45])=[CH:13][CH:14]=1, predict the reactants needed to synthesize it. (9) Given the product [C:23]([O:22][C:20]([N:18]([C:10]1[S:11][CH2:12][C@@H:13]2[C@@H:14]([CH3:17])[O:15][CH2:16][C@:8]2([C:6]2[CH:7]=[C:2]([Br:1])[CH:3]=[CH:4][C:5]=2[F:19])[N:9]=1)[C:20]([O:22][C:23]([CH3:26])([CH3:25])[CH3:24])=[O:21])=[O:21])([CH3:26])([CH3:25])[CH3:24], predict the reactants needed to synthesize it. The reactants are: [Br:1][C:2]1[CH:3]=[CH:4][C:5]([F:19])=[C:6]([C@:8]23[CH2:16][O:15][C@H:14]([CH3:17])[C@H:13]2[CH2:12][S:11][C:10]([NH2:18])=[N:9]3)[CH:7]=1.[C:20](O[C:20]([O:22][C:23]([CH3:26])([CH3:25])[CH3:24])=[O:21])([O:22][C:23]([CH3:26])([CH3:25])[CH3:24])=[O:21].